Dataset: hERG Central: cardiac toxicity at 1µM, 10µM, and general inhibition. Task: Predict hERG channel inhibition at various concentrations. (1) The molecule is COc1ccc(NC(=O)C(=O)NCC(c2ccco2)N2CCc3ccccc3C2)cc1OC. Results: hERG_inhib (hERG inhibition (general)): blocker. (2) The compound is COc1cc(CN2CCN(Cc3ccc(C(F)(F)F)cc3)CC2)cc(OC)c1OC.O=C(O)C(=O)O. Results: hERG_inhib (hERG inhibition (general)): blocker. (3) The compound is Cc1cccc2cc(CN(CCCN(C)C)C(=S)NCCc3ccccc3)c(=O)[nH]c12. Results: hERG_inhib (hERG inhibition (general)): blocker. (4) The molecule is Cn1cc(CN2CCCC(C(=O)Nc3ccccc3Oc3cccnc3)C2)cn1. Results: hERG_inhib (hERG inhibition (general)): blocker. (5) The molecule is CCOCCCN1C(=O)C2C(C(=O)Nc3ccc(OCC)cc3)C3C=CC2(O3)C1C(=O)NC1CCCCC1. Results: hERG_inhib (hERG inhibition (general)): blocker. (6) The drug is COc1ccc(CNC(=O)[C@H](C)NC(=O)N2CCn3c2nc2ccccc23)cc1. Results: hERG_inhib (hERG inhibition (general)): blocker. (7) The drug is Cc1ccc(CSC2=Nc3ccccc3C3=NC(CCC(=O)NCc4ccco4)C(=O)N23)cc1. Results: hERG_inhib (hERG inhibition (general)): blocker.